Dataset: Full USPTO retrosynthesis dataset with 1.9M reactions from patents (1976-2016). Task: Predict the reactants needed to synthesize the given product. (1) Given the product [Br:1][C:2]1[CH:3]=[C:4]([CH:9]=[CH:10][CH:11]=1)[O:5][CH2:6][CH2:7][O:8][Si:21]([C:18]([CH3:20])([CH3:19])[CH3:17])([CH3:23])[CH3:22], predict the reactants needed to synthesize it. The reactants are: [Br:1][C:2]1[CH:3]=[C:4]([CH:9]=[CH:10][CH:11]=1)[O:5][CH2:6][CH2:7][OH:8].N1C=CN=C1.[CH3:17][C:18]([Si:21](Cl)([CH3:23])[CH3:22])([CH3:20])[CH3:19]. (2) Given the product [CH2:1]=[CH:2][OH:3].[CH2:4]1[N:9]2[CH2:10][CH2:11][N:6]([CH2:7][CH2:8]2)[CH2:5]1, predict the reactants needed to synthesize it. The reactants are: [CH2:1]=[CH:2][OH:3].[CH2:4]1[N:9]2[CH2:10][CH2:11][N:6]([CH2:7][CH2:8]2)[CH2:5]1.